From a dataset of Peptide-MHC class II binding affinity with 134,281 pairs from IEDB. Regression. Given a peptide amino acid sequence and an MHC pseudo amino acid sequence, predict their binding affinity value. This is MHC class II binding data. (1) The peptide sequence is CLKDRMNFDIPEEIK. The MHC is DRB5_0101 with pseudo-sequence DRB5_0101. The binding affinity (normalized) is 0.257. (2) The peptide sequence is TTSVIPAARLFKAFI. The MHC is HLA-DQA10301-DQB10302 with pseudo-sequence HLA-DQA10301-DQB10302. The binding affinity (normalized) is 0.200. (3) The peptide sequence is YDKFLANVSTVLGGK. The MHC is DRB1_0101 with pseudo-sequence DRB1_0101. The binding affinity (normalized) is 0.956. (4) The peptide sequence is TVWAQSAAFPAFKPE. The binding affinity (normalized) is 0.432. The MHC is HLA-DPA10103-DPB10301 with pseudo-sequence HLA-DPA10103-DPB10301. (5) The peptide sequence is ISSYKLDLTILGLAA. The MHC is DRB1_0101 with pseudo-sequence DRB1_0101. The binding affinity (normalized) is 0.996. (6) The peptide sequence is IGPRHPIRALVGDEV. The MHC is DRB1_1302 with pseudo-sequence DRB1_1302. The binding affinity (normalized) is 0.594.